Dataset: Full USPTO retrosynthesis dataset with 1.9M reactions from patents (1976-2016). Task: Predict the reactants needed to synthesize the given product. (1) Given the product [CH:1]([O:3][C:4](=[O:21])[C:5]1[CH:6]=[C:7]([CH:11]=[C:12]([C:14](=[O:20])[N:15]([CH3:19])[CH2:16][CH2:17][CH3:18])[CH:13]=1)[C:8]([O:10][CH2:31][CH3:32])=[O:9])([CH3:38])[CH3:2], predict the reactants needed to synthesize it. The reactants are: [CH2:1]([O:3][C:4](=[O:21])[C:5]1[CH:13]=[C:12]([C:14](=[O:20])[N:15]([CH3:19])[CH2:16][CH2:17][CH3:18])[CH:11]=[C:7]([C:8]([OH:10])=[O:9])[CH:6]=1)[CH3:2].S(=O)(=O)(O)O.ON1[C:32]2C=CC=C[C:31]=2N=N1.Cl.[CH3:38]N(C)CCCN=C=NCC. (2) The reactants are: [CH3:1][C:2]1([CH:10]([OH:12])[CH3:11])[CH2:7][CH2:6][C:5]([CH3:8])=[C:4]([CH3:9])[CH2:3]1.[C:13]1(C)C=CC=CC=1. Given the product [CH3:1][C:2]1([C:10]([OH:12])([CH3:13])[CH3:11])[CH2:7][CH2:6][C:5]([CH3:8])=[C:4]([CH3:9])[CH2:3]1, predict the reactants needed to synthesize it. (3) The reactants are: [OH:1][C:2]1[CH:3]=[C:4]([CH:26]=[CH:27][CH:28]=1)[CH2:5][N:6]([C:19]1[CH:24]=[CH:23][C:22](I)=[CH:21][CH:20]=1)[S:7]([C:10]1[C:15]([CH3:16])=[CH:14][C:13]([CH3:17])=[CH:12][C:11]=1[CH3:18])(=[O:9])=[O:8].[CH2:29]([OH:32])[CH:30]=[CH2:31].C(=O)(O)[O-].[Na+].O. Given the product [OH:1][C:2]1[CH:3]=[C:4]([CH:26]=[CH:27][CH:28]=1)[CH2:5][N:6]([C:19]1[CH:24]=[CH:23][C:22]([CH2:31][CH2:30][CH:29]=[O:32])=[CH:21][CH:20]=1)[S:7]([C:10]1[C:15]([CH3:16])=[CH:14][C:13]([CH3:17])=[CH:12][C:11]=1[CH3:18])(=[O:9])=[O:8], predict the reactants needed to synthesize it. (4) Given the product [NH2:11][C:9]1[N:8]=[CH:7][N:6]=[C:5]2[N:4]([CH2:12][C:13]3[N:17]([C:18]4[CH:19]=[CH:20][CH:21]=[CH:22][CH:23]=4)[C:16]4[CH:24]=[CH:25][CH:26]=[CH:27][C:15]=4[N:14]=3)[N:3]=[C:2]([C:31]3[CH:32]=[C:33]([OH:35])[CH:34]=[C:29]([F:28])[CH:30]=3)[C:10]=12, predict the reactants needed to synthesize it. The reactants are: I[C:2]1[C:10]2[C:5](=[N:6][CH:7]=[N:8][C:9]=2[NH2:11])[N:4]([CH2:12][C:13]2[N:17]([C:18]3[CH:23]=[CH:22][CH:21]=[CH:20][CH:19]=3)[C:16]3[CH:24]=[CH:25][CH:26]=[CH:27][C:15]=3[N:14]=2)[N:3]=1.[F:28][C:29]1[CH:30]=[C:31](B(O)O)[CH:32]=[C:33]([OH:35])[CH:34]=1.[F-].[Cs+]. (5) Given the product [OH:1][CH:2]1[CH2:6][CH2:5][C:4]([C:7]2[C:11]3[CH2:12][N:13]([C:16]([O:18][C:19]([CH3:22])([CH3:21])[CH3:20])=[O:17])[CH2:14][CH2:15][C:10]=3[N:9]([CH2:23][O:24][CH2:25][CH2:26][Si:27]([CH3:30])([CH3:29])[CH3:28])[N:8]=2)=[CH:3]1, predict the reactants needed to synthesize it. The reactants are: [O:1]=[C:2]1[CH2:6][CH2:5][C:4]([C:7]2[C:11]3[CH2:12][N:13]([C:16]([O:18][C:19]([CH3:22])([CH3:21])[CH3:20])=[O:17])[CH2:14][CH2:15][C:10]=3[N:9]([CH2:23][O:24][CH2:25][CH2:26][Si:27]([CH3:30])([CH3:29])[CH3:28])[N:8]=2)=[CH:3]1.CC(C[AlH]CC(C)C)C. (6) Given the product [C:26]([Si:23]([CH3:25])([CH3:24])[O:22][CH2:21][CH2:13][O:16][C:5]1[C:4]([O:10][CH3:11])=[CH:3][C:2]([I:1])=[CH:9][C:6]=1[CH:7]=[O:8])([CH3:29])([CH3:28])[CH3:27], predict the reactants needed to synthesize it. The reactants are: [I:1][C:2]1[C:3](O)=[C:4]([O:10][CH3:11])[CH:5]=[C:6]([CH:9]=1)[CH:7]=[O:8].[C:13]([O-:16])([O-])=O.[K+].[K+].BrC[CH2:21][O:22][Si:23]([C:26]([CH3:29])([CH3:28])[CH3:27])([CH3:25])[CH3:24]. (7) Given the product [CH2:2]([O:4][C:5]1[C:10]([O:11][CH2:12][CH3:13])=[CH:9][C:8]([C:15](=[O:26])[CH2:17][NH:18][S:19]([CH2:22][CH2:23][CH3:24])(=[O:21])=[O:20])=[C:7]([OH:14])[CH:6]=1)[CH3:3], predict the reactants needed to synthesize it. The reactants are: Cl.[CH2:2]([O:4][C:5]1[CH:6]=[C:7]([OH:14])[CH:8]=[CH:9][C:10]=1[O:11][CH2:12][CH3:13])[CH3:3].[C:15]([CH2:17][NH:18][S:19]([CH2:22][CH2:23][CH3:24])(=[O:21])=[O:20])#N.[N+](C1C=CC=CC=1)([O-])=[O:26].